The task is: Predict the product of the given reaction.. This data is from Forward reaction prediction with 1.9M reactions from USPTO patents (1976-2016). (1) Given the reactants [C:1]([O:4][C@H:5]([C:9]([CH3:12])([CH3:11])[CH3:10])[C:6](Cl)=[O:7])(=[O:3])[CH3:2].C(N(CC)CC)C.[C:20]([O:24][C:25](=[O:45])[NH:26][CH2:27][C:28]1[CH:33]=[CH:32][C:31]([Cl:34])=[CH:30][C:29]=1[CH2:35][NH:36][C:37]([C@@H:39]1[CH2:44][CH2:43][CH2:42][CH2:41][NH:40]1)=[O:38])([CH3:23])([CH3:22])[CH3:21], predict the reaction product. The product is: [C:1]([O:4][C@H:5]([C:9]([CH3:12])([CH3:11])[CH3:10])[C:6]([N:40]1[CH2:41][CH2:42][CH2:43][CH2:44][C@H:39]1[C:37](=[O:38])[NH:36][CH2:35][C:29]1[CH:30]=[C:31]([Cl:34])[CH:32]=[CH:33][C:28]=1[CH2:27][NH:26][C:25]([O:24][C:20]([CH3:22])([CH3:21])[CH3:23])=[O:45])=[O:7])(=[O:3])[CH3:2]. (2) Given the reactants [S:1]1[C:5]2[CH:6]=[CH:7][CH:8]=[CH:9][C:4]=2[CH:3]=[C:2]1[C:10]1[CH:18]=[CH:17][C:16]([NH:19][C:20](=[O:25])[CH:21](Br)[CH2:22][CH3:23])=[CH:15][C:11]=1[C:12]([NH2:14])=[O:13].[SH:26][C:27]1[N:28]=[N:29]C=[CH:31][N:32]=1.C(=O)([O-])[O-].[Cs+].[Cs+].Cl, predict the reaction product. The product is: [S:1]1[C:5]2[CH:6]=[CH:7][CH:8]=[CH:9][C:4]=2[CH:3]=[C:2]1[C:10]1[CH:18]=[CH:17][C:16]([NH:19][C:20](=[O:25])[CH:21]([S:26][C:27]2[NH:28][N:29]=[CH:31][N:32]=2)[CH2:22][CH3:23])=[CH:15][C:11]=1[C:12]([NH2:14])=[O:13]. (3) Given the reactants [Cl:1][C:2]1[CH:3]=[C:4]([F:31])[C:5]2[N:11]3[CH:12]=[CH:13][CH:14]=[C:10]3[C@@H:9]([CH2:15]CC(O)=O)[O:8][C@H:7]([C:20]3[CH:25]=[CH:24][CH:23]=[C:22]([O:26][CH3:27])[C:21]=3[O:28][CH3:29])[C:6]=2[CH:30]=1.[C:32]([OH:35])(=[O:34])[CH3:33].[CH2:36]([N:38]1[CH2:43][CH2:42][CH2:41][CH2:40][CH2:39]1)[CH3:37].[OH:44]N1C2C=CC=CC=2N=N1.Cl.C(N=C=NC[CH2:61][CH2:62]N(C)C)C, predict the reaction product. The product is: [Cl:1][C:2]1[CH:3]=[C:4]([F:31])[C:5]2[N:11]3[CH:12]=[CH:13][CH:14]=[C:10]3[C@@H:9]([CH2:15][CH2:37][C:36]([N:38]3[CH2:43][CH2:42][CH:41]([CH2:33][C:32]([O:35][CH2:61][CH3:62])=[O:34])[CH2:40][CH2:39]3)=[O:44])[O:8][C@H:7]([C:20]3[CH:25]=[CH:24][CH:23]=[C:22]([O:26][CH3:27])[C:21]=3[O:28][CH3:29])[C:6]=2[CH:30]=1. (4) Given the reactants Cl[C:2]1[C:11]2[C:6](=[CH:7][CH:8]=[C:9]([CH3:12])[CH:10]=2)[N:5]=[C:4]([N:13]2[CH2:19][C:18]3[CH:20]=[CH:21][CH:22]=[CH:23][C:17]=3[S:16](=[O:25])(=[O:24])[CH2:15][CH2:14]2)[CH:3]=1.[N:26]1([CH2:32][CH2:33][NH2:34])[CH2:31][CH2:30][NH:29][CH2:28][CH2:27]1, predict the reaction product. The product is: [O:24]=[S:16]1(=[O:25])[C:17]2[CH:23]=[CH:22][CH:21]=[CH:20][C:18]=2[CH2:19][N:13]([C:4]2[CH:3]=[C:2]([NH:34][CH2:33][CH2:32][N:26]3[CH2:31][CH2:30][NH:29][CH2:28][CH2:27]3)[C:11]3[C:6](=[CH:7][CH:8]=[C:9]([CH3:12])[CH:10]=3)[N:5]=2)[CH2:14][CH2:15]1. (5) Given the reactants [F:1][C:2]1[CH:7]=[CH:6][CH:5]=[C:4]([CH2:8][N:9]2[CH2:14][CH2:13][O:12][CH2:11][CH2:10]2)[C:3]=1[N:15]1[CH:19]=[C:18]([CH2:20][OH:21])[C:17]([CH3:22])=[N:16]1, predict the reaction product. The product is: [F:1][C:2]1[CH:7]=[CH:6][CH:5]=[C:4]([CH2:8][N:9]2[CH2:14][CH2:13][O:12][CH2:11][CH2:10]2)[C:3]=1[N:15]1[CH:19]=[C:18]([CH:20]=[O:21])[C:17]([CH3:22])=[N:16]1. (6) Given the reactants [CH:1]1([C:7]2[C:8]3[CH:9]=[CH:10][C:11]([C:36]([O:38]C)=[O:37])=[CH:12][C:13]=3[N:14]3[CH2:20][C:19]([C:21]([NH:23][CH:24]4[CH2:29][CH2:28][O:27][CH2:26][CH2:25]4)=[O:22])=[CH:18][C:17]4[CH:30]=[C:31]([O:34][CH3:35])[CH:32]=[CH:33][C:16]=4[C:15]=23)[CH2:6][CH2:5][CH2:4][CH2:3][CH2:2]1.CI.[H-].[Na+].[CH3:44]NC(N)=O, predict the reaction product. The product is: [CH:1]1([C:7]2[C:8]3[CH:9]=[CH:10][C:11]([C:36]([OH:38])=[O:37])=[CH:12][C:13]=3[N:14]3[CH2:20][C:19]([C:21]([N:23]([CH3:44])[CH:24]4[CH2:25][CH2:26][O:27][CH2:28][CH2:29]4)=[O:22])=[CH:18][C:17]4[CH:30]=[C:31]([O:34][CH3:35])[CH:32]=[CH:33][C:16]=4[C:15]=23)[CH2:2][CH2:3][CH2:4][CH2:5][CH2:6]1. (7) Given the reactants [CH3:1][NH:2][C:3]([C:5]1[CH:10]([C:11]2[CH:16]=[CH:15][CH:14]=[CH:13][C:12]=2[CH3:17])[CH2:9][C:8]([N:18]2[CH2:23][CH2:22][N:21]([CH3:24])[CH2:20][CH2:19]2)=[N:7][CH:6]=1)=[O:4], predict the reaction product. The product is: [CH3:1][NH:2][C:3](=[O:4])[C:5]1[C:10]([C:11]2[CH:16]=[CH:15][CH:14]=[CH:13][C:12]=2[CH3:17])=[CH:9][C:8]([N:18]2[CH2:23][CH2:22][N:21]([CH3:24])[CH2:20][CH2:19]2)=[N:7][CH:6]=1. (8) Given the reactants [CH2:1]([O:8][C:9](=[O:27])[C:10](=[N+]=[N-])[C:11]([CH:13]1[CH2:17][CH2:16][CH2:15][N:14]1[C:18]([O:20][C:21]([CH3:24])([CH3:23])[CH3:22])=[O:19])=[O:12])[C:2]1[CH:7]=[CH:6][CH:5]=[CH:4][CH:3]=1.[O:28]1CCCC1, predict the reaction product. The product is: [CH2:1]([O:8][C:9](=[O:27])[CH:10]([OH:28])[C:11]([CH:13]1[CH2:17][CH2:16][CH2:15][N:14]1[C:18]([O:20][C:21]([CH3:24])([CH3:23])[CH3:22])=[O:19])=[O:12])[C:2]1[CH:7]=[CH:6][CH:5]=[CH:4][CH:3]=1. (9) The product is: [C:1]1([C@H:7]2[CH2:8][CH2:9][C@H:10]([OH:13])[CH2:11][CH2:12]2)[CH:6]=[CH:5][CH:4]=[CH:3][CH:2]=1. Given the reactants [C:1]1([CH:7]2[CH2:12][CH2:11][C:10](=[O:13])[CH2:9][CH2:8]2)[CH:6]=[CH:5][CH:4]=[CH:3][CH:2]=1.[BH4-].[Na+], predict the reaction product.